From a dataset of Catalyst prediction with 721,799 reactions and 888 catalyst types from USPTO. Predict which catalyst facilitates the given reaction. (1) Reactant: [P:1]([Cl:4])(Cl)Cl.[CH2:5]([NH:7][CH2:8][CH3:9])[CH3:6]. Product: [Cl:4][P:1]([N:7]([CH2:8][CH3:9])[CH2:5][CH3:6])[N:7]([CH2:8][CH3:9])[CH2:5][CH3:6]. The catalyst class is: 27. (2) Reactant: [Br:1][C:2]1[C:3]([CH3:9])=[C:4]([CH:6]=[CH:7][CH:8]=1)[NH2:5].[Cl:10][CH2:11][C:12]1[CH:20]=[CH:19][CH:18]=[CH:17][C:13]=1[C:14](Cl)=[O:15]. Product: [Br:1][C:2]1[C:3]([CH3:9])=[C:4]([NH:5][C:14](=[O:15])[C:13]2[CH:17]=[CH:18][CH:19]=[CH:20][C:12]=2[CH2:11][Cl:10])[CH:6]=[CH:7][CH:8]=1. The catalyst class is: 2. (3) Product: [Br:1][C:2]1[CH:3]=[C:4]([N:8]2[CH2:9][CH2:10][CH:16]([C:15]([O:19][CH3:20])=[O:18])[CH2:17]2)[CH:5]=[CH:6][CH:7]=1. Reactant: [Br:1][C:2]1[CH:3]=[C:4]([NH:8][CH2:9][C:10](O)=O)[CH:5]=[CH:6][CH:7]=1.C=O.[C:15]([O:19][CH3:20])(=[O:18])[CH:16]=[CH2:17]. The catalyst class is: 11. (4) Reactant: Br[C:2]1[CH:7]=[CH:6][C:5]([B:8]2[O:12][C:11]([CH3:14])([CH3:13])[C:10]([CH3:16])([CH3:15])[O:9]2)=[CH:4][CH:3]=1.[P:17]([O:22]C)([O:20][CH3:21])[O:18][CH3:19].N(C1(C#N)CCCCC1)=NC1(C#N)CCCCC1.C([SnH](CCCC)CCCC)CCC.[F-].[K+].O.S([O-])([O-])(=O)=O.[Na+].[Na+]. Product: [CH3:19][O:18][P:17]([C:2]1[CH:7]=[CH:6][C:5]([B:8]2[O:12][C:11]([CH3:14])([CH3:13])[C:10]([CH3:16])([CH3:15])[O:9]2)=[CH:4][CH:3]=1)(=[O:22])[O:20][CH3:21]. The catalyst class is: 159. (5) Product: [CH3:1][C:2]1[N:3]=[C:4]([NH:7][C:8]2[N:9]=[CH:10][C:11]([CH2:12][OH:13])=[C:17]([O:19][C:20]3[C:29]4[C:24](=[CH:25][CH:26]=[CH:27][CH:28]=4)[CH:23]=[CH:22][CH:21]=3)[CH:18]=2)[S:5][CH:6]=1. The catalyst class is: 116. Reactant: [CH3:1][C:2]1[N:3]=[C:4]([NH:7][C:8]2[CH:18]=[C:17]([O:19][C:20]3[C:29]4[C:24](=[CH:25][CH:26]=[CH:27][CH:28]=4)[CH:23]=[CH:22][CH:21]=3)[C:11]([C:12](OCC)=[O:13])=[CH:10][N:9]=2)[S:5][CH:6]=1.[H-].[Al+3].[Li+].[H-].[H-].[H-]. (6) Reactant: [CH3:1][C:2]1[C:3](=[O:10])[CH:4]=[C:5]([CH3:9])[C:6](=[O:8])[CH:7]=1.S(S([O-])=O)([O-])=O.[Na+].[Na+]. Product: [OH:8][C:6]1[C:5]([CH3:9])=[C:4]2[C:3](=[C:2]([CH3:1])[CH:7]=1)[O:10][C:6](=[O:8])[CH2:7][C:2]2([CH3:3])[CH3:1]. The catalyst class is: 28. (7) Reactant: [CH2:1]([N:7]([CH3:18])[C:8](=[O:17])[NH:9][C@@H:10]([CH2:14][CH2:15][OH:16])[C:11]([OH:13])=[O:12])[CH2:2][CH2:3][CH2:4][CH:5]=[CH2:6].[Si:19](Cl)([C:22]([CH3:25])([CH3:24])[CH3:23])([CH3:21])[CH3:20]. Product: [Si:19]([O:16][CH2:15][CH2:14][C@H:10]([NH:9][C:8]([N:7]([CH2:1][CH2:2][CH2:3][CH2:4][CH:5]=[CH2:6])[CH3:18])=[O:17])[C:11]([OH:13])=[O:12])([C:22]([CH3:25])([CH3:24])[CH3:23])([CH3:21])[CH3:20]. The catalyst class is: 2.